From a dataset of Full USPTO retrosynthesis dataset with 1.9M reactions from patents (1976-2016). Predict the reactants needed to synthesize the given product. (1) Given the product [F:2][C:3]1[CH:8]=[CH:7][CH:6]=[CH:5][C:4]=1[C@@H:9]([NH:14][C:25]([C:22]1[CH:23]=[C:24]2[C:19](=[CH:20][CH:21]=1)[NH:18][N:17]=[C:16]2[I:15])=[O:26])[CH2:10][CH:11]([CH3:12])[CH3:13], predict the reactants needed to synthesize it. The reactants are: Cl.[F:2][C:3]1[CH:8]=[CH:7][CH:6]=[CH:5][C:4]=1[C@@H:9]([NH2:14])[CH2:10][CH:11]([CH3:13])[CH3:12].[I:15][C:16]1[C:24]2[C:19](=[CH:20][CH:21]=[C:22]([C:25](O)=[O:26])[CH:23]=2)[NH:18][N:17]=1.CN(C(ON1N=NC2C=CC=CC1=2)=[N+](C)C)C.[B-](F)(F)(F)F.CCN(C(C)C)C(C)C. (2) Given the product [O:37]1[CH2:38][CH2:39][N:34]([CH:2]([CH3:17])[C:3]#[C:4][C:5]#[C:6][C:7]2[CH:16]=[CH:15][C:10]([C:11]([O:13][CH3:14])=[O:12])=[CH:9][CH:8]=2)[CH2:35][CH2:36]1, predict the reactants needed to synthesize it. The reactants are: O[CH:2]([CH3:17])[C:3]#[C:4][C:5]#[C:6][C:7]1[CH:16]=[CH:15][C:10]([C:11]([O:13][CH3:14])=[O:12])=[CH:9][CH:8]=1.CS(OS(C)(=O)=O)(=O)=O.CCN(CC)CC.[NH:34]1[CH2:39][CH2:38][O:37][CH2:36][CH2:35]1. (3) Given the product [ClH:1].[Cl:1][C:2]1[CH:7]=[CH:6][C:5]([C@@H:8]([C:27]2[CH:32]=[CH:31][CH:30]=[C:29]([C:33]3[O:34][C:35](=[O:38])[NH:36][N:37]=3)[CH:28]=2)[N:9]2[CH2:12][CH:11]([C@@H:13]([C:18]3[CH:19]=[C:20]([CH:23]=[C:24]([F:26])[CH:25]=3)[C:21]#[N:22])[C:14]([F:17])([CH3:16])[CH3:15])[CH2:10]2)=[CH:4][CH:3]=1, predict the reactants needed to synthesize it. The reactants are: [Cl:1][C:2]1[CH:7]=[CH:6][C:5]([C@@H:8]([C:27]2[CH:32]=[CH:31][CH:30]=[C:29]([C:33]3[O:34][C:35](=[O:38])[NH:36][N:37]=3)[CH:28]=2)[N:9]2[CH2:12][CH:11]([C@@H:13]([C:18]3[CH:19]=[C:20]([CH:23]=[C:24]([F:26])[CH:25]=3)[C:21]#[N:22])[C:14]([F:17])([CH3:16])[CH3:15])[CH2:10]2)=[CH:4][CH:3]=1.Cl.CCOCC. (4) Given the product [CH:23]([Si:22]([CH:29]([CH3:31])[CH3:30])([CH:26]([CH3:28])[CH3:27])[O:12][C:10]1[CH:9]=[CH:8][CH:7]=[C:6]2[C:11]=1[CH2:2][NH:3][CH2:4][CH2:5]2)([CH3:25])[CH3:24], predict the reactants needed to synthesize it. The reactants are: Br.[CH2:2]1[C:11]2[C:6](=[CH:7][CH:8]=[CH:9][C:10]=2[OH:12])[CH2:5][CH2:4][NH:3]1.CCN(C(C)C)C(C)C.[Si:22](OS(C(F)(F)F)(=O)=O)([CH:29]([CH3:31])[CH3:30])([CH:26]([CH3:28])[CH3:27])[CH:23]([CH3:25])[CH3:24]. (5) Given the product [CH3:1][O:2][C:3]1[CH:4]=[C:5]2[C:8](=[CH:9][C:10]=1[O:11][CH3:12])[C@@H:7]([CH2:13][N:14]([CH3:19])[CH2:15][CH2:16][CH2:17][NH:18][CH2:23][CH:22]([O:25][CH3:26])[O:21][CH3:20])[CH2:6]2, predict the reactants needed to synthesize it. The reactants are: [CH3:1][O:2][C:3]1[CH:4]=[C:5]2[C:8](=[CH:9][C:10]=1[O:11][CH3:12])[C@@H:7]([CH2:13][N:14]([CH3:19])[CH2:15][CH2:16][CH2:17][NH2:18])[CH2:6]2.[CH3:20][O:21][CH:22]([O:25][CH3:26])[CH:23]=O. (6) Given the product [NH2:13][C:10]1[CH:9]=[CH:8][C:7]([C:2]([CH3:1])([CH2:5][OH:6])[CH2:3][OH:4])=[CH:12][CH:11]=1, predict the reactants needed to synthesize it. The reactants are: [CH3:1][C:2]([C:7]1[CH:12]=[CH:11][C:10]([N+:13]([O-])=O)=[CH:9][CH:8]=1)([CH2:5][OH:6])[CH2:3][OH:4]. (7) Given the product [I:1][C:2]1[CH:3]=[CH:4][C:5]([C@H:8]2[C@@H:9]([NH:13][S:28]([CH:25]([CH3:27])[CH3:26])(=[O:30])=[O:29])[CH2:10][CH2:37][O:38]2)=[CH:6][CH:7]=1, predict the reactants needed to synthesize it. The reactants are: [I:1][C:2]1[CH:7]=[CH:6][C:5]([C@H:8]2CO[CH2:10][C@H:9]2[NH2:13])=[CH:4][CH:3]=1.C1CCN2C(=NCCC2)CC1.[CH:25]([S:28](Cl)(=[O:30])=[O:29])([CH3:27])[CH3:26].[NH4+].[Cl-].ClCCl.[CH3:37][OH:38]. (8) Given the product [CH3:10][O:11][C:12]1[CH:13]=[C:14]([C:20]2[S:21][CH:22]=[C:23]([CH2:25][C:26](=[O:36])[CH2:27][C:28]3[CH:33]=[CH:32][C:31]([O:34][CH2:37][CH3:38])=[C:30]([O:35][CH2:1][CH3:2])[CH:29]=3)[N:24]=2)[CH:15]=[CH:16][C:17]=1[O:18][CH3:19], predict the reactants needed to synthesize it. The reactants are: [CH2:1](I)[CH3:2].C(=O)([O-])[O-].[K+].[K+].[CH3:10][O:11][C:12]1[CH:13]=[C:14]([C:20]2[S:21][CH:22]=[C:23]([CH2:25][C:26](=[O:36])[CH2:27][C:28]3[CH:33]=[CH:32][C:31]([OH:34])=[C:30]([OH:35])[CH:29]=3)[N:24]=2)[CH:15]=[CH:16][C:17]=1[O:18][CH3:19].[C:37](OCC)(=O)[CH3:38]. (9) Given the product [Cl:5][C:6]1[N:11]=[C:10]([N:12]([CH3:14])[CH3:13])[CH:9]=[C:8]([CH2:1][CH3:2])[N:7]=1.[Cl:15][C:8]1[N:7]=[C:6]([CH2:1][CH3:2])[N:11]=[C:10]([N:12]([CH3:14])[CH3:13])[CH:9]=1, predict the reactants needed to synthesize it. The reactants are: [CH2:1]([Mg]Br)[CH3:2].[Cl:5][C:6]1[N:11]=[C:10]([N:12]([CH3:14])[CH3:13])[CH:9]=[C:8]([Cl:15])[N:7]=1.